From a dataset of Reaction yield outcomes from USPTO patents with 853,638 reactions. Predict the reaction yield, written as a fraction of the theoretical maximum amount of product (1.0 means a 100% yield; for example, 0.34 means a 34% yield). The reactants are [C:1]([C:4]1[CH:5]=[N:6][CH:7]=[CH:8][CH:9]=1)(=[O:3])[CH3:2].CSC.Cl[C:14]([O:16][C:17]1[CH:22]=[CH:21][CH:20]=[CH:19][CH:18]=1)=[O:15].[CH2:23]([Mg]Br)[CH3:24]. The catalyst is C1COCC1.[Cu](I)I. The product is [C:1]([C:4]1[CH:9]([CH2:23][CH3:24])[CH:8]=[CH:7][N:6]([C:14]([O:16][C:17]2[CH:22]=[CH:21][CH:20]=[CH:19][CH:18]=2)=[O:15])[CH:5]=1)(=[O:3])[CH3:2]. The yield is 0.406.